Dataset: Forward reaction prediction with 1.9M reactions from USPTO patents (1976-2016). Task: Predict the product of the given reaction. (1) The product is: [Cl:1][C:2]1[N:7]=[C:6]2[O:8][C:9]3[C:14]([C@H:15]([C:16]([CH3:21])([CH3:20])[C:17]([F:29])=[O:18])[C:5]2=[CH:4][CH:3]=1)=[CH:13][CH:12]=[CH:11][C:10]=3[F:22]. Given the reactants [Cl:1][C:2]1[N:7]=[C:6]2[O:8][C:9]3[C:14]([C@H:15]([C:16]([CH3:21])([CH3:20])[C:17](O)=[O:18])[C:5]2=[CH:4][CH:3]=1)=[CH:13][CH:12]=[CH:11][C:10]=3[F:22].N1C=CC=CC=1.[F:29]C1N=C(F)N=C(F)N=1, predict the reaction product. (2) Given the reactants [F:1][CH:2]([F:15])[C:3]1[C:12]2[CH:11]=[N:10][C:9]([S:13][CH3:14])=[N:8][C:7]=2[CH:6]=[CH:5][N:4]=1.CN(C)C=O.FC(F)(F)C(O)=O.[I:28]N1C(=O)CCC1=O.S([O-])([O-])(=O)=S.[Na+].[Na+], predict the reaction product. The product is: [F:15][CH:2]([F:1])[C:3]1[C:12]2[CH:11]=[N:10][C:9]([S:13][CH3:14])=[N:8][C:7]=2[C:6]([I:28])=[CH:5][N:4]=1. (3) Given the reactants [Br:1][C:2]1[CH:7]=[CH:6][C:5]([OH:8])=[C:4]([Cl:9])[CH:3]=1.[C:10]([O-])([O-])=O.[K+].[K+].[CH2:16](Br)[CH:17]=[CH2:18].O, predict the reaction product. The product is: [Br:1][C:2]1[CH:7]=[CH:6][C:5]([O:8][CH2:16][C:17]([CH3:18])=[CH2:10])=[C:4]([Cl:9])[CH:3]=1. (4) Given the reactants Cl[C:2]1[CH:11]=[CH:10][C:9]2[C:4](=[C:5]([N+:12]([O-:14])=[O:13])[CH:6]=[CH:7][CH:8]=2)[N:3]=1.[F:15][C:16]1[CH:17]=[C:18](B(O)O)[CH:19]=[C:20]([C:22]([F:25])([F:24])[F:23])[CH:21]=1.[O-]P([O-])([O-])=O.[K+].[K+].[K+].C(Cl)Cl, predict the reaction product. The product is: [F:15][C:16]1[CH:17]=[C:18]([C:2]2[CH:11]=[CH:10][C:9]3[C:4](=[C:5]([N+:12]([O-:14])=[O:13])[CH:6]=[CH:7][CH:8]=3)[N:3]=2)[CH:19]=[C:20]([C:22]([F:23])([F:24])[F:25])[CH:21]=1. (5) Given the reactants C[O:2][C:3]1[C:8]2[C:9](=[O:29])/[C:10](=[CH:12]/[C:13]3[C:21]4[C:16](=[CH:17][CH:18]=[CH:19][CH:20]=4)[N:15]([CH3:22])[C:14]=3[C:23]3[CH:28]=[CH:27][CH:26]=[CH:25][CH:24]=3)/[O:11][C:7]=2[CH:6]=[C:5]([O:30][CH3:31])[CH:4]=1.B(Br)(Br)Br, predict the reaction product. The product is: [OH:2][C:3]1[C:8]2[C:9](=[O:29])/[C:10](=[CH:12]/[C:13]3[C:21]4[C:16](=[CH:17][CH:18]=[CH:19][CH:20]=4)[N:15]([CH3:22])[C:14]=3[C:23]3[CH:28]=[CH:27][CH:26]=[CH:25][CH:24]=3)/[O:11][C:7]=2[CH:6]=[C:5]([O:30][CH3:31])[CH:4]=1. (6) Given the reactants [F:1][C:2]1[CH:7]=[CH:6][CH:5]=[C:4]([F:8])[C:3]=1[N:9]1[C:14]2[N:15]=[C:16](S(C)(=O)=O)[N:17]=[C:18]([C:19]3[CH:24]=[CH:23][C:22]([F:25])=[CH:21][C:20]=3[CH3:26])[C:13]=2[CH:12]=[CH:11][C:10]1=[O:31].Cl.[O:33]1[CH2:37][CH2:36][CH:35]([NH2:38])[CH2:34]1.C(N(CC)CC)C, predict the reaction product. The product is: [F:1][C:2]1[CH:7]=[CH:6][CH:5]=[C:4]([F:8])[C:3]=1[N:9]1[C:14]2[N:15]=[C:16]([NH:38][CH:35]3[CH2:36][CH2:37][O:33][CH2:34]3)[N:17]=[C:18]([C:19]3[CH:24]=[CH:23][C:22]([F:25])=[CH:21][C:20]=3[CH3:26])[C:13]=2[CH:12]=[CH:11][C:10]1=[O:31]. (7) Given the reactants [Br:1][C:2]1[CH:3]=[C:4]([CH:10]=[CH:11][CH:12]=1)[O:5][CH2:6][C@H:7]1[CH2:9][O:8]1.[CH3:13][NH2:14], predict the reaction product. The product is: [Br:1][C:2]1[CH:3]=[C:4]([CH:10]=[CH:11][CH:12]=1)[O:5][CH2:6][C@H:7]([OH:8])[CH2:9][NH:14][CH3:13]. (8) Given the reactants [CH3:1][C@@H:2]1[O:7][C@@H:6]([O:8][C@@H:9]2[C:14]3=[C:15]([OH:32])[C:16]4[C:28](=[O:29])[C:27]5[C:22](=[CH:23][CH:24]=[CH:25][C:26]=5[O:30][CH3:31])[C:20](=[O:21])[C:17]=4[C:18]([OH:19])=[C:13]3[CH2:12][C@@:11]([OH:37])([C:33]([CH2:35][OH:36])=[O:34])[CH2:10]2)[CH2:5][C@H:4]([NH2:38])[C@@H:3]1[OH:39].Cl.N[C@H](C(N[C@H](C(N[C@H](C(N[C@H](C(N[C@H](C([NH:84][C@H:85]([C:91]([OH:93])=[O:92])[CH2:86][CH2:87][C:88](=O)[NH2:89])=O)CC1C=CC=CC=1)=O)CC1C=CC(O)=CC=1)=O)CO)=O)CO)=O)CC(=O)N.O.ON1C2C=CC=CC=2N=N1.CN1CCOCC1.C([N:115]=[C:116]=[N:117]C(C)C)(C)C, predict the reaction product. The product is: [CH3:1][C@@H:2]1[O:7][C@@H:6]([O:8][C@@H:9]2[C:14]3=[C:15]([OH:32])[C:16]4[C:28](=[O:29])[C:27]5[C:22](=[CH:23][CH:24]=[CH:25][C:26]=5[O:30][CH3:31])[C:20](=[O:21])[C:17]=4[C:18]([OH:19])=[C:13]3[CH2:12][C@@:11]([OH:37])([C:33]([CH2:35][OH:36])=[O:34])[CH2:10]2)[CH2:5][C@H:4]([NH2:38])[C@@H:3]1[OH:39].[NH2:84][C@H:85]([C:91]([OH:93])=[O:92])[CH2:86][CH2:87][CH2:88][NH:89][C:116](=[NH:115])[NH2:117]. (9) Given the reactants [OH:1][C:2]1[C:3]([C:11]2([CH2:33]O)[C:19]3[C:14](=[CH:15][CH:16]=[CH:17][C:18]=3[O:20][CH3:21])[N:13]([CH2:22][C:23]3[O:24][C:25]([C:28]([F:31])([F:30])[F:29])=[CH:26][CH:27]=3)[C:12]2=[O:32])=[CH:4][C:5]2[O:9][CH2:8][O:7][C:6]=2[CH:10]=1.C1(CCN2C3C(=CC=CC=3)C(C3C(O)=CC4OCOC=4C=3)(CO)C2=O)CC1, predict the reaction product. The product is: [CH3:21][O:20][C:18]1[CH:17]=[CH:16][CH:15]=[C:14]2[C:19]=1[C:11]1([C:3]3=[CH:4][C:5]4[O:9][CH2:8][O:7][C:6]=4[CH:10]=[C:2]3[O:1][CH2:33]1)[C:12](=[O:32])[N:13]2[CH2:22][C:23]1[O:24][C:25]([C:28]([F:30])([F:29])[F:31])=[CH:26][CH:27]=1.